From a dataset of Reaction yield outcomes from USPTO patents with 853,638 reactions. Predict the reaction yield, written as a fraction of the theoretical maximum amount of product (1.0 means a 100% yield; for example, 0.34 means a 34% yield). (1) The reactants are Br[C:2]1[N:7]=[C:6]([C:8]([OH:10])=[O:9])[CH:5]=[CH:4][CH:3]=1.[F:11][C:12]1[CH:17]=[CH:16][CH:15]=[CH:14][C:13]=1B(O)O. The catalyst is C1C=CC(P(C2C=CC=CC=2)[C-]2C=CC=C2)=CC=1.C1C=CC(P(C2C=CC=CC=2)[C-]2C=CC=C2)=CC=1.Cl[Pd]Cl.[Fe+2].C(Cl)Cl. The product is [F:11][C:12]1[CH:17]=[CH:16][CH:15]=[CH:14][C:13]=1[C:2]1[N:7]=[C:6]([C:8]([OH:10])=[O:9])[CH:5]=[CH:4][CH:3]=1. The yield is 0.930. (2) The reactants are [C:1]([N:5]1[C:9]([C:10]2[CH:15]=[CH:14][CH:13]=[CH:12][CH:11]=2)=[C:8]([C:16]([OH:18])=O)[CH:7]=[N:6]1)([CH3:4])([CH3:3])[CH3:2].C(Cl)(=O)C(Cl)=O.CN(C)C=O.[NH2:30][C:31]1[CH:32]=[C:33]([CH:52]=[CH:53][CH:54]=1)[O:34][C:35]1[CH:49]=[CH:48][C:38]2[N:39]=[C:40]([NH:42][C:43]([CH:45]3[CH2:47][CH2:46]3)=[O:44])[S:41][C:37]=2[C:36]=1[C:50]#[N:51]. The catalyst is O1CCCC1.C(OCC)(=O)C. The product is [C:1]([N:5]1[C:9]([C:10]2[CH:11]=[CH:12][CH:13]=[CH:14][CH:15]=2)=[C:8]([C:16]([NH:30][C:31]2[CH:54]=[CH:53][CH:52]=[C:33]([O:34][C:35]3[CH:49]=[CH:48][C:38]4[N:39]=[C:40]([NH:42][C:43]([CH:45]5[CH2:47][CH2:46]5)=[O:44])[S:41][C:37]=4[C:36]=3[C:50]#[N:51])[CH:32]=2)=[O:18])[CH:7]=[N:6]1)([CH3:2])([CH3:3])[CH3:4]. The yield is 0.550. (3) The yield is 0.525. The product is [NH2:1][C:2]1[C:11]2[C:6](=[C:7]([C:22]3[CH:21]=[C:20]([Cl:19])[CH:25]=[C:24]([Cl:26])[CH:23]=3)[CH:8]=[CH:9][CH:10]=2)[N:5]=[N:4][C:3]=1[C:13]([NH:15][CH2:16][CH2:17][CH3:18])=[O:14]. No catalyst specified. The reactants are [NH2:1][C:2]1[C:11]2[C:6](=[C:7](Br)[CH:8]=[CH:9][CH:10]=2)[N:5]=[N:4][C:3]=1[C:13]([NH:15][CH2:16][CH2:17][CH3:18])=[O:14].[Cl:19][C:20]1[CH:21]=[C:22](B(O)O)[CH:23]=[C:24]([Cl:26])[CH:25]=1. (4) The reactants are N1C=CC=CC=1CN1CCC[C@H](CN2C3C=CC=CC=3N=C2CC2C=CC3CCCC(N)C=3N=2)C1.[CH3:36][N:37]([CH2:48][C:49]1[N:53]([CH2:54][C@H:55]2[CH2:60][CH2:59][CH2:58][NH:57][CH2:56]2)[C:52]2[CH:61]=[CH:62][CH:63]=[CH:64][C:51]=2[N:50]=1)[C@@H:38]1[C:47]2[N:46]=[CH:45][CH:44]=[CH:43][C:42]=2[CH2:41][CH2:40][CH2:39]1.[S:65]1[CH:69]=[CH:68][N:67]=[C:66]1[CH:70]=O. No catalyst specified. The product is [CH3:36][N:37]([CH2:48][C:49]1[N:53]([CH2:54][C@H:55]2[CH2:60][CH2:59][CH2:58][N:57]([CH2:70][C:66]3[S:65][CH:69]=[CH:68][N:67]=3)[CH2:56]2)[C:52]2[CH:61]=[CH:62][CH:63]=[CH:64][C:51]=2[N:50]=1)[C@@H:38]1[C:47]2[N:46]=[CH:45][CH:44]=[CH:43][C:42]=2[CH2:41][CH2:40][CH2:39]1. The yield is 0.350. (5) The reactants are Br[C:2]1[CH:7]=[CH:6][C:5]([C:8]2[N:12]([C:13]3[CH:18]=[CH:17][CH:16]=[CH:15][CH:14]=3)[C:11]([CH3:19])=[N:10][N:9]=2)=[CH:4][CH:3]=1.[CH:20]1[C:32]2[NH:31][C:30]3[C:25](=[CH:26][CH:27]=[CH:28][CH:29]=3)[C:24]=2[CH:23]=[CH:22][CH:21]=1.C(=O)([O-])[O-].[K+].[K+].C1OCCOCCOCCOCCOCCOC1.Cl. The catalyst is C1(C)C=CC=CC=1.[Cu](I)I.C(Cl)(Cl)Cl.CN1CCCN(C)C1=O. The product is [CH:29]1[C:30]2[N:31]([C:2]3[CH:7]=[CH:6][C:5]([C:8]4[N:12]([C:13]5[CH:18]=[CH:17][CH:16]=[CH:15][CH:14]=5)[C:11]([CH3:19])=[N:10][N:9]=4)=[CH:4][CH:3]=3)[C:32]3[C:24](=[CH:23][CH:22]=[CH:21][CH:20]=3)[C:25]=2[CH:26]=[CH:27][CH:28]=1. The yield is 0.490. (6) The reactants are [C:1]([C:5]1[CH:9]=[C:8]([NH:10][C:11]([NH:13][C@@H:14]2[C:23]3[C:18](=[CH:19][CH:20]=[CH:21][CH:22]=3)[C@H:17]([O:24][C:25]3[CH:26]=[CH:27][C:28]4[N:29]([C:31]([N:34]5[CH2:39][CH2:38][CH2:37][CH2:36][C@@H:35]5[CH3:40])=[N:32][N:33]=4)[CH:30]=3)[CH2:16][CH2:15]2)=[O:12])[N:7]([C:41]2[CH:42]=[C:43]([CH:50]=[CH:51][CH:52]=2)[CH2:44][O:45]S(C)(=O)=O)[N:6]=1)([CH3:4])([CH3:3])[CH3:2].[CH3:53][N:54]1[CH2:60][CH2:59][CH2:58][NH:57][CH2:56][CH2:55]1.[CH2:61]1C[O:64]CC1. No catalyst specified. The product is [CH:44]([OH:45])=[O:64].[C:1]([C:5]1[CH:9]=[C:8]([NH:10][C:11]([NH:13][C@@H:14]2[C:23]3[C:18](=[CH:19][CH:20]=[CH:21][CH:22]=3)[C@H:17]([O:24][C:25]3[CH:26]=[CH:27][C:28]4[N:29]([C:31]([N:34]5[CH2:39][CH2:38][CH2:37][CH2:36][C@@H:35]5[CH3:40])=[N:32][N:33]=4)[CH:30]=3)[CH2:16][CH2:15]2)=[O:12])[N:7]([C:41]2[CH:42]=[CH:43][CH:50]=[C:51]([CH2:53][N:54]3[CH2:60][CH2:59][CH2:58][N:57]([CH3:61])[CH2:56][CH2:55]3)[CH:52]=2)[N:6]=1)([CH3:2])([CH3:3])[CH3:4]. The yield is 0.150. (7) The reactants are [O:1]1[CH2:5][CH2:4][NH:3][C:2]1=[O:6].COC1N=C(OC)N=C([O:17][C:18](=O)[C:19]2[CH:24]=[C:23]([CH3:25])[C:22](/[CH:26]=[CH:27]/[S:28]([N:31]3[CH2:47][CH2:46][C:34]4([N:38]=[C:37]([CH:39]5[CH2:44][CH2:43][CH2:42][CH2:41][CH2:40]5)[NH:36][C:35]4=[O:45])[CH2:33][CH2:32]3)(=[O:30])=[O:29])=[C:21]([CH3:48])[CH:20]=2)N=1.C(N(CC)CC)C.O. The catalyst is C(#N)C. The product is [CH:39]1([C:37]2[NH:36][C:35](=[O:45])[C:34]3([CH2:33][CH2:32][N:31]([S:28](/[CH:27]=[CH:26]/[C:22]4[C:23]([CH3:25])=[CH:24][C:19]([C:18]([N:3]5[CH2:4][CH2:5][O:1][C:2]5=[O:6])=[O:17])=[CH:20][C:21]=4[CH3:48])(=[O:30])=[O:29])[CH2:47][CH2:46]3)[N:38]=2)[CH2:44][CH2:43][CH2:42][CH2:41][CH2:40]1. The yield is 0.320. (8) The reactants are [N+](C1C=CC(O[C:11]([N:13]2[CH2:16][CH:15]([O:17][C:18]3[CH:23]=[CH:22][C:21]([Br:24])=[CH:20][N:19]=3)[CH2:14]2)=[O:12])=CC=1)([O-])=O.[NH2:25][C:26]1[CH:31]=[N:30][CH:29]=[CH:28][N:27]=1. No catalyst specified. The product is [N:27]1[CH:28]=[CH:29][N:30]=[CH:31][C:26]=1[NH:25][C:11]([N:13]1[CH2:14][CH:15]([O:17][C:18]2[CH:23]=[CH:22][C:21]([Br:24])=[CH:20][N:19]=2)[CH2:16]1)=[O:12]. The yield is 0.560.